From a dataset of Peptide-MHC class I binding affinity with 185,985 pairs from IEDB/IMGT. Regression. Given a peptide amino acid sequence and an MHC pseudo amino acid sequence, predict their binding affinity value. This is MHC class I binding data. The peptide sequence is ALYDVVSTL. The MHC is HLA-A68:02 with pseudo-sequence HLA-A68:02. The binding affinity (normalized) is 0.00308.